This data is from Forward reaction prediction with 1.9M reactions from USPTO patents (1976-2016). The task is: Predict the product of the given reaction. (1) The product is: [Cl:10][C:11]1[S:14][N:8]=[C:7]([C:4]2[CH:5]=[CH:6][O:2][CH:3]=2)[N:9]=1. Given the reactants Cl.[O:2]1[CH:6]=[CH:5][C:4]([C:7](=[NH:9])[NH2:8])=[CH:3]1.[Cl:10][C:11]([SH:14])(Cl)Cl.[OH-].[Na+], predict the reaction product. (2) Given the reactants [OH-].[CH3:2][N+:3]([CH3:6])([CH3:5])[CH3:4].[C:7]([OH:16])(=[O:15])[CH2:8][CH2:9][CH2:10][CH2:11][CH2:12][CH2:13][CH3:14], predict the reaction product. The product is: [C:7]([O-:16])(=[O:15])[CH2:8][CH2:9][CH2:10][CH2:11][CH2:12][CH2:13][CH3:14].[CH3:2][N+:3]([CH3:6])([CH3:5])[CH3:4]. (3) The product is: [Cl:1][C:2]1[CH:3]=[C:4]([O:8][CH:9]([CH2:27][CH3:28])[C:10]([NH:12][C:13]([CH3:25])([CH3:26])[C:14]#[C:15][CH2:16][OH:21])=[O:11])[CH:5]=[N:6][CH:7]=1. Given the reactants [Cl:1][C:2]1[CH:3]=[C:4]([O:8][CH:9]([CH2:27][CH3:28])[C:10]([NH:12][C:13]([CH3:26])([CH3:25])[C:14]#[C:15][CH:16]([O:21][SiH](C)C)C(C)(C)C)=[O:11])[CH:5]=[N:6][CH:7]=1.[F-].C([N+](CCCC)(CCCC)CCCC)CCC.CCCCCC.C(OCC)(=O)C, predict the reaction product. (4) Given the reactants [CH2:1]([O:8][C:9](=[O:16])[NH:10][C@H:11]([CH2:14][OH:15])[CH2:12][CH3:13])[C:2]1[CH:7]=[CH:6][CH:5]=[CH:4][CH:3]=1.C(N(CC)CC)C.C(O)(=O)CC(CC(O)=O)(C(O)=O)O, predict the reaction product. The product is: [CH2:1]([O:8][C:9](=[O:16])[NH:10][C@H:11]([CH:14]=[O:15])[CH2:12][CH3:13])[C:2]1[CH:7]=[CH:6][CH:5]=[CH:4][CH:3]=1. (5) Given the reactants [F:1][C:2]1[C:7]([O:8][CH3:9])=[CH:6][C:5]([O:10][CH3:11])=[C:4]([F:12])[C:3]=1[C:13]1[N:18]=[C:17]2[NH:19][N:20]=[C:21](I)[C:16]2=[CH:15][N:14]=1.[OH:23][C@H:24]1[CH2:29][CH2:28][C@H:27]([N:30]2[CH2:38][C:37]3[C:32](=[CH:33][CH:34]=[C:35](B4OC(C)(C)C(C)(C)O4)[CH:36]=3)[C:31]2=[O:48])[CH2:26][CH2:25]1, predict the reaction product. The product is: [F:1][C:2]1[C:7]([O:8][CH3:9])=[CH:6][C:5]([O:10][CH3:11])=[C:4]([F:12])[C:3]=1[C:13]1[N:18]=[C:17]2[NH:19][N:20]=[C:21]([C:35]3[CH:36]=[C:37]4[C:32](=[CH:33][CH:34]=3)[C:31](=[O:48])[N:30]([C@H:27]3[CH2:26][CH2:25][C@H:24]([OH:23])[CH2:29][CH2:28]3)[CH2:38]4)[C:16]2=[CH:15][N:14]=1. (6) Given the reactants ClC1C=CC(C2C(C=O)=CC=CC=2)=CC=1.Cl.[NH:17]1[CH2:22][CH2:21][C:20](=[O:23])[CH2:19][CH2:18]1.[Br:24][C:25]1[CH:30]=[CH:29][CH:28]=[CH:27][C:26]=1[CH2:31]Br, predict the reaction product. The product is: [Br:24][C:25]1[CH:30]=[CH:29][CH:28]=[CH:27][C:26]=1[CH2:31][N:17]1[CH2:22][CH2:21][C:20](=[O:23])[CH2:19][CH2:18]1.